Task: Predict the reaction yield, written as a fraction of the theoretical maximum amount of product (1.0 means a 100% yield; for example, 0.34 means a 34% yield).. Dataset: Reaction yield outcomes from USPTO patents with 853,638 reactions (1) The reactants are C(NCC)C.[C:6]1([C:12]2[N:13]=[C:14]([NH:17][C:18](=[O:50])[C@@H:19]([NH:42][C:43]([O:45][C:46]([CH3:49])([CH3:48])[CH3:47])=[O:44])[CH2:20][CH2:21][CH2:22][CH2:23][NH:24]C(OCC3C4C=CC=CC=4C4C3=CC=CC=4)=O)[S:15][CH:16]=2)[CH:11]=[CH:10][CH:9]=[CH:8][CH:7]=1.[S:51](N)([NH2:54])(=[O:53])=[O:52].O. The catalyst is C(Cl)Cl.O1CCOCC1. The product is [O:50]=[C:18]([NH:17][C:14]1[S:15][CH:16]=[C:12]([C:6]2[CH:11]=[CH:10][CH:9]=[CH:8][CH:7]=2)[N:13]=1)[C@@H:19]([NH:42][C:43](=[O:44])[O:45][C:46]([CH3:49])([CH3:48])[CH3:47])[CH2:20][CH2:21][CH2:22][CH2:23][NH:24][S:51](=[O:53])(=[O:52])[NH2:54]. The yield is 0.0700. (2) The reactants are C([O:8][CH:9]1[C:14]([CH2:21][O:22][S:23]([CH3:26])(=[O:25])=[O:24])([C:15]2[CH:20]=[CH:19][CH:18]=[CH:17][N:16]=2)[CH2:13][CH2:12][N:11]([C:27]([O:29][C:30]([CH3:33])([CH3:32])[CH3:31])=[O:28])[CH2:10]1)C1C=CC=CC=1.C([O-])=O.[NH4+]. The catalyst is CO.[Pd]. The product is [OH:8][C@@H:9]1[C@@:14]([CH2:21][O:22][S:23]([CH3:26])(=[O:25])=[O:24])([C:15]2[CH:20]=[CH:19][CH:18]=[CH:17][N:16]=2)[CH2:13][CH2:12][N:11]([C:27]([O:29][C:30]([CH3:33])([CH3:32])[CH3:31])=[O:28])[CH2:10]1. The yield is 0.650.